Dataset: Full USPTO retrosynthesis dataset with 1.9M reactions from patents (1976-2016). Task: Predict the reactants needed to synthesize the given product. Given the product [F:1][C:2]1[CH:7]=[CH:6][CH:5]=[C:4]([C:8]([F:11])([F:9])[F:10])[C:3]=1[CH:12]1[CH2:17][CH2:16][N:15]([C:18]([O:20][C:21]([CH3:24])([CH3:23])[CH3:22])=[O:19])[CH2:14][CH2:13]1, predict the reactants needed to synthesize it. The reactants are: [F:1][C:2]1[CH:7]=[CH:6][CH:5]=[C:4]([C:8]([F:11])([F:10])[F:9])[C:3]=1[C:12]1[CH2:17][CH2:16][N:15]([C:18]([O:20][C:21]([CH3:24])([CH3:23])[CH3:22])=[O:19])[CH2:14][CH:13]=1.CC(O)=O.